Dataset: Forward reaction prediction with 1.9M reactions from USPTO patents (1976-2016). Task: Predict the product of the given reaction. (1) Given the reactants [CH2:1]([O:8][C:9]1[CH:14]=[C:13]([C@@:15]2([OH:51])[CH2:20][CH2:19][N:18]([C:21]([O:23][C:24]([CH3:27])([CH3:26])[CH3:25])=[O:22])[CH2:17][C@@H:16]2[C:28]([N:30]([CH:48]2[CH2:50][CH2:49]2)[CH2:31][C:32]2[CH:37]=[C:36]([CH2:38][CH2:39][CH2:40][O:41][CH3:42])[CH:35]=[C:34]([O:43][CH2:44][CH2:45][O:46][CH3:47])[CH:33]=2)=[O:29])[CH:12]=[CH:11][N:10]=1)[C:2]1[CH:7]=[CH:6][CH:5]=[CH:4][CH:3]=1.[CH3:52]I.[H-].[Na+], predict the reaction product. The product is: [CH2:1]([O:8][C:9]1[CH:14]=[C:13]([C@@:15]2([O:51][CH3:52])[CH2:20][CH2:19][N:18]([C:21]([O:23][C:24]([CH3:27])([CH3:26])[CH3:25])=[O:22])[CH2:17][C@@H:16]2[C:28]([N:30]([CH:48]2[CH2:50][CH2:49]2)[CH2:31][C:32]2[CH:37]=[C:36]([CH2:38][CH2:39][CH2:40][O:41][CH3:42])[CH:35]=[C:34]([O:43][CH2:44][CH2:45][O:46][CH3:47])[CH:33]=2)=[O:29])[CH:12]=[CH:11][N:10]=1)[C:2]1[CH:3]=[CH:4][CH:5]=[CH:6][CH:7]=1. (2) Given the reactants [CH2:1]([NH2:3])[CH3:2].[CH:4](=O)[CH:5]=O.C([O-])(=O)C.[NH4+:12].[CH:13]1([N:19]([CH2:35][CH:36]([O:39][CH3:40])[O:37][CH3:38])[C:20](=[O:34])[CH2:21][CH2:22][O:23][CH2:24][CH2:25][C:26]2[CH:31]=[CH:30][CH:29]=[C:28]([CH:32]=O)[CH:27]=2)[CH2:18][CH2:17][CH2:16][CH2:15][CH2:14]1, predict the reaction product. The product is: [CH:13]1([N:19]([CH2:35][CH:36]([O:39][CH3:40])[O:37][CH3:38])[C:20](=[O:34])[CH2:21][CH2:22][O:23][CH2:24][CH2:25][C:26]2[CH:31]=[CH:30][CH:29]=[C:28]([C:32]3[N:3]([CH2:4][CH3:5])[CH:1]=[CH:2][N:12]=3)[CH:27]=2)[CH2:18][CH2:17][CH2:16][CH2:15][CH2:14]1.